Dataset: Reaction yield outcomes from USPTO patents with 853,638 reactions. Task: Predict the reaction yield, written as a fraction of the theoretical maximum amount of product (1.0 means a 100% yield; for example, 0.34 means a 34% yield). The reactants are [N+:1]([C:4]1[CH:5]=[C:6]([CH2:10][CH2:11][NH2:12])[CH:7]=[CH:8][CH:9]=1)([O-:3])=[O:2].[CH2:13]([O:20][C:21]1[CH:22]=[CH:23][C:24]([C@@H:32]([O:35][Si:36]([C:39]([CH3:42])([CH3:41])[CH3:40])([CH3:38])[CH3:37])[CH2:33]Br)=[C:25]2[C:30]=1[NH:29][C:28](=[O:31])[CH:27]=[CH:26]2)[C:14]1[CH:19]=[CH:18][CH:17]=[CH:16][CH:15]=1.[I-].[Na+].C(=O)([O-])O.[Na+]. The catalyst is CN1CCCC1=O.O. The product is [CH2:13]([O:20][C:21]1[CH:22]=[CH:23][C:24]([C@@H:32]([O:35][Si:36]([C:39]([CH3:40])([CH3:42])[CH3:41])([CH3:38])[CH3:37])[CH2:33][NH:12][CH2:11][CH2:10][C:6]2[CH:7]=[CH:8][CH:9]=[C:4]([N+:1]([O-:3])=[O:2])[CH:5]=2)=[C:25]2[C:30]=1[NH:29][C:28](=[O:31])[CH:27]=[CH:26]2)[C:14]1[CH:15]=[CH:16][CH:17]=[CH:18][CH:19]=1. The yield is 0.640.